From a dataset of Forward reaction prediction with 1.9M reactions from USPTO patents (1976-2016). Predict the product of the given reaction. (1) Given the reactants [N:1]1[CH:6]=[CH:5][C:4]([OH:7])=[N:3][C:2]=1[OH:8].C1C(=O)N([I:16])C(=O)C1, predict the reaction product. The product is: [I:16][C:5]1[C:4]([OH:7])=[N:3][C:2]([OH:8])=[N:1][CH:6]=1. (2) Given the reactants [NH2:1][C:2]1[CH:27]=[CH:26][C:5]([CH2:6][N:7]([S:16]([C:19]2[CH:24]=[CH:23][C:22]([Cl:25])=[CH:21][CH:20]=2)(=[O:18])=[O:17])[C@H:8]([CH2:12][CH:13]([CH3:15])[CH3:14])[C:9]([NH2:11])=[O:10])=[CH:4][CH:3]=1.CCN(CC)CC.[Br:35][CH2:36][C:37](Cl)=[O:38], predict the reaction product. The product is: [Br:35][CH2:36][C:37]([NH:1][C:2]1[CH:27]=[CH:26][C:5]([CH2:6][N:7]([S:16]([C:19]2[CH:20]=[CH:21][C:22]([Cl:25])=[CH:23][CH:24]=2)(=[O:18])=[O:17])[C@H:8]([CH2:12][CH:13]([CH3:15])[CH3:14])[C:9]([NH2:11])=[O:10])=[CH:4][CH:3]=1)=[O:38]. (3) Given the reactants [NH2:1][CH2:2][C:3]1[CH:11]=[CH:10][C:6]([C:7]([OH:9])=[O:8])=[CH:5][CH:4]=1.[CH3:12][C:13]([O:16][C:17](O[C:17]([O:16][C:13]([CH3:15])([CH3:14])[CH3:12])=[O:18])=[O:18])([CH3:15])[CH3:14].C([O-])(O)=O.[Na+], predict the reaction product. The product is: [C:13]([O:16][C:17]([NH:1][CH2:2][C:3]1[CH:4]=[CH:5][C:6]([C:7]([OH:9])=[O:8])=[CH:10][CH:11]=1)=[O:18])([CH3:15])([CH3:14])[CH3:12]. (4) Given the reactants [OH:1][C:2]([CH3:28])([CH3:27])[CH2:3][C@@:4]1([C:21]2[CH:26]=[CH:25][CH:24]=[CH:23][CH:22]=2)[O:9][C:8](=[O:10])[N:7]([C@H:11]([C:13]2[CH:20]=[CH:19][C:16]([C:17]#[N:18])=[CH:15][CH:14]=2)[CH3:12])[CH2:6][CH2:5]1.Cl.[NH2:30][OH:31].CCN(CC)CC, predict the reaction product. The product is: [OH:31][NH:30][C:17](=[NH:18])[C:16]1[CH:19]=[CH:20][C:13]([C@@H:11]([N:7]2[CH2:6][CH2:5][C@:4]([CH2:3][C:2]([OH:1])([CH3:27])[CH3:28])([C:21]3[CH:22]=[CH:23][CH:24]=[CH:25][CH:26]=3)[O:9][C:8]2=[O:10])[CH3:12])=[CH:14][CH:15]=1. (5) Given the reactants [CH2:1]([O:8][C:9]1[C:16]([F:17])=[CH:15][C:12]([CH:13]=O)=[CH:11][C:10]=1[F:18])[C:2]1[CH:7]=[CH:6][CH:5]=[CH:4][CH:3]=1.[CH2:19]([O:26][C:27]1[C:28]([F:36])=[C:29]([CH:32]=[CH:33][C:34]=1[F:35])[CH:30]=O)[C:20]1[CH:25]=[CH:24][CH:23]=[CH:22][CH:21]=1.C1(P(C2C=CC=CC=2)(C2C=CC=CC=2)=[C:44]([CH3:50])[C:45]([O:47][CH2:48][CH3:49])=[O:46])C=CC=CC=1, predict the reaction product. The product is: [CH2:1]([O:8][C:9]1[C:16]([F:17])=[CH:15][C:12](/[CH:13]=[C:44](\[CH3:50])/[C:45]([O:47][CH2:48][CH3:49])=[O:46])=[CH:11][C:10]=1[F:18])[C:2]1[CH:7]=[CH:6][CH:5]=[CH:4][CH:3]=1.[CH2:19]([O:26][C:27]1[C:28]([F:36])=[C:29](/[CH:30]=[C:44](\[CH3:50])/[C:45]([O:47][CH2:48][CH3:49])=[O:46])[CH:32]=[CH:33][C:34]=1[F:35])[C:20]1[CH:25]=[CH:24][CH:23]=[CH:22][CH:21]=1. (6) Given the reactants C[O:2][C:3]([C:5]1[CH:14]=[C:13]2[C:8]([CH2:9][CH2:10][CH2:11][N:12]2[S:15]([C:18]2[CH:23]=[C:22]([CH3:24])[CH:21]=[CH:20][C:19]=2[O:25][CH3:26])(=[O:17])=[O:16])=[CH:7][CH:6]=1)=[O:4].[OH-].[K+].O, predict the reaction product. The product is: [CH3:26][O:25][C:19]1[CH:20]=[CH:21][C:22]([CH3:24])=[CH:23][C:18]=1[S:15]([N:12]1[C:13]2[C:8](=[CH:7][CH:6]=[C:5]([C:3]([OH:4])=[O:2])[CH:14]=2)[CH2:9][CH2:10][CH2:11]1)(=[O:16])=[O:17].